The task is: Regression. Given a peptide amino acid sequence and an MHC pseudo amino acid sequence, predict their binding affinity value. This is MHC class II binding data.. This data is from Peptide-MHC class II binding affinity with 134,281 pairs from IEDB. The peptide sequence is EHREVLWKFDSQLAHRH. The MHC is DRB5_0101 with pseudo-sequence DRB5_0101. The binding affinity (normalized) is 0.420.